The task is: Predict which catalyst facilitates the given reaction.. This data is from Catalyst prediction with 721,799 reactions and 888 catalyst types from USPTO. (1) Reactant: [CH:1]1([C:4]([C:6]2[C:14]3[C:9](=[CH:10][CH:11]=[CH:12][CH:13]=3)[NH:8][CH:7]=2)=[O:5])[CH2:3][CH2:2]1.C(=O)([O-])[O-].[K+].[K+].Br[CH2:22][C:23]([O:25][C:26]([CH3:29])([CH3:28])[CH3:27])=[O:24]. Product: [CH:1]1([C:4]([C:6]2[C:14]3[C:9](=[CH:10][CH:11]=[CH:12][CH:13]=3)[N:8]([CH2:22][C:23]([O:25][C:26]([CH3:29])([CH3:28])[CH3:27])=[O:24])[CH:7]=2)=[O:5])[CH2:2][CH2:3]1. The catalyst class is: 291. (2) Reactant: [Cl:1][C:2]1[CH:10]=[C:9]2[C:5]([C:6]([CH2:13][CH3:14])([CH3:12])[C:7](=O)[NH:8]2)=[CH:4][CH:3]=1.CO. Product: [Cl:1][C:2]1[CH:10]=[C:9]2[C:5]([C:6]([CH2:13][CH3:14])([CH3:12])[CH2:7][NH:8]2)=[CH:4][CH:3]=1. The catalyst class is: 1. (3) Reactant: [Li]C(CC)C.[O:6]1[C:10]2[CH:11]=[CH:12][CH:13]=[CH:14][C:9]=2[CH2:8][CH2:7]1.CN(C)CCN(C)C.CN([CH:26]=[O:27])C. Product: [O:6]1[C:10]2[C:11]([CH:26]=[O:27])=[CH:12][CH:13]=[CH:14][C:9]=2[CH2:8][CH2:7]1. The catalyst class is: 1. (4) Reactant: [Br:1][C:2]1[CH:3]=[C:4]([CH:6]=[C:7]([C:9]([F:12])([F:11])[F:10])[CH:8]=1)[NH2:5].[CH3:13][C:14]([O:17][C:18](O[C:18]([O:17][C:14]([CH3:16])([CH3:15])[CH3:13])=[O:19])=[O:19])([CH3:16])[CH3:15]. Product: [C:14]([O:17][C:18](=[O:19])[NH:5][C:4]1[CH:6]=[C:7]([C:9]([F:10])([F:11])[F:12])[CH:8]=[C:2]([Br:1])[CH:3]=1)([CH3:16])([CH3:15])[CH3:13]. The catalyst class is: 649. (5) Reactant: [F:1][C:2]1[CH:18]=[CH:17][CH:16]=[CH:15][C:3]=1[CH2:4][O:5][C:6]1[CH:14]=[CH:13][C:9]([C:10](O)=[O:11])=[CH:8][N:7]=1.[H-].[Al+3].[Li+].[H-].[H-].[H-].C(C(C(C([O-])=O)O)O)([O-])=O.[Na+].[K+].C(OCC)(=O)C. Product: [F:1][C:2]1[CH:18]=[CH:17][CH:16]=[CH:15][C:3]=1[CH2:4][O:5][C:6]1[CH:14]=[CH:13][C:9]([CH2:10][OH:11])=[CH:8][N:7]=1. The catalyst class is: 1. (6) Reactant: [Br:1][C:2]1[CH:3]=[CH:4][C:5]([F:11])=[C:6]([CH:10]=1)[C:7](O)=[O:8].C(Cl)(=O)C(Cl)=O.Cl.[CH3:19][NH:20][O:21][CH3:22].C(N(CC)CC)C. Product: [Br:1][C:2]1[CH:3]=[CH:4][C:5]([F:11])=[C:6]([CH:10]=1)[C:7]([N:20]([O:21][CH3:22])[CH3:19])=[O:8]. The catalyst class is: 59. (7) Reactant: [O:1]1[C@H:7]2[C@@H:2]1[C:3]([CH3:18])([CH3:17])[O:4][C:5]1[CH:11]=[C:10]([N+:12]([O-:14])=[O:13])[C:9]([O:15][CH3:16])=[CH:8][C:6]=12.O.[NH4+:20]. Product: [NH2:20][C@H:7]1[C:6]2[CH:8]=[C:9]([O:15][CH3:16])[C:10]([N+:12]([O-:14])=[O:13])=[CH:11][C:5]=2[O:4][C:3]([CH3:18])([CH3:17])[C@@H:2]1[OH:1]. The catalyst class is: 8. (8) Reactant: Br[C:2]1[N:7]=[C:6]([CH:8]=[O:9])[CH:5]=[CH:4][C:3]=1[O:10][CH3:11].[CH3:12][S:13]([C:15]1[CH:20]=[CH:19][C:18](B(O)O)=[CH:17][CH:16]=1)=[O:14].C([O-])([O-])=O.[Na+].[Na+]. Product: [CH3:11][O:10][C:3]1[CH:4]=[CH:5][C:6]([CH:8]=[O:9])=[N:7][C:2]=1[C:18]1[CH:19]=[CH:20][C:15]([S:13]([CH3:12])=[O:14])=[CH:16][CH:17]=1. The catalyst class is: 460. (9) Reactant: [CH3:1][O:2][C:3]([C:5]1[CH:10]=[CH:9][N:8]2[CH:11]=[N:12][CH:13]=[C:7]2[C:6]=1Cl)=[O:4].[CH:15]1([C:18]2[CH:24]=[CH:23][C:21]([NH2:22])=[C:20]([F:25])[CH:19]=2)[CH2:17][CH2:16]1.C1(P(C2CCCCC2)C2C=CC=CC=2C2C(OC(C)C)=CC=CC=2OC(C)C)CCCCC1.[O-]P([O-])([O-])=O.[K+].[K+].[K+]. Product: [CH3:1][O:2][C:3]([C:5]1[CH:10]=[CH:9][N:8]2[CH:11]=[N:12][CH:13]=[C:7]2[C:6]=1[NH:22][C:21]1[CH:23]=[CH:24][C:18]([CH:15]2[CH2:16][CH2:17]2)=[CH:19][C:20]=1[F:25])=[O:4]. The catalyst class is: 101.